Dataset: hERG potassium channel inhibition data for cardiac toxicity prediction from Karim et al.. Task: Regression/Classification. Given a drug SMILES string, predict its toxicity properties. Task type varies by dataset: regression for continuous values (e.g., LD50, hERG inhibition percentage) or binary classification for toxic/non-toxic outcomes (e.g., AMES mutagenicity, cardiotoxicity, hepatotoxicity). Dataset: herg_karim. (1) The molecule is COc1cc(-c2cn(C3C[C@@H](c4ccccc4)CCN(CC(F)(F)F)C3=O)nn2)ccc1-n1cnc(C)c1. The result is 1 (blocker). (2) The molecule is CCNC(=O)c1cc2c(-c3cc(OCCN4CCCC4)c(Cl)cc3Cl)nc(N)nc2s1. The result is 0 (non-blocker). (3) The compound is O=C(Nc1ccc(F)cn1)[C@H](COCCO)Oc1ncnc2c1cnn2-c1c(Cl)cccc1Cl. The result is 0 (non-blocker). (4) The compound is C[C@@H]1C[C@H](O[C@H](C)c2cc(C(F)(F)F)cc(C(F)(F)F)c2)[C@@H](c2ccc(F)cc2)CN(C)C1=O. The result is 1 (blocker). (5) The result is 1 (blocker). The molecule is O=c1c2ccccc2nc(-c2ccc(OCCCN3CCCCC3)cc2)n1Cc1ccccc1. (6) The molecule is CC(C)c1cc(CN2Cc3ccccc3S2(=O)=O)nn1-c1ccc(F)cc1. The result is 0 (non-blocker). (7) The compound is COC(=O)[C@H]1[C@@H](OC(=O)c2ccccc2)C[C@@H]2CC[C@H]1N2C. The result is 1 (blocker).